Dataset: Reaction yield outcomes from USPTO patents with 853,638 reactions. Task: Predict the reaction yield, written as a fraction of the theoretical maximum amount of product (1.0 means a 100% yield; for example, 0.34 means a 34% yield). (1) The reactants are [CH2:1]([O:3][C:4](=[O:20])[C:5]1[CH:10]=[CH:9][C:8]([NH:11]N=C2CCCNC2=O)=[CH:7][CH:6]=1)[CH3:2].[CH:21]([OH:23])=O. The catalyst is O. The product is [CH2:1]([O:3][C:4]([C:5]1[CH:6]=[C:7]2[C:8](=[CH:9][CH:10]=1)[NH:11][C:5]1[C:21](=[O:23])[NH:11][CH2:8][CH2:7][C:6]2=1)=[O:20])[CH3:2]. The yield is 0.690. (2) The reactants are [Cl:1][C:2]1[C:7](=[O:8])[N:6]([CH3:9])[CH:5]=[C:4]([NH:10][CH:11]([C:29]2[CH:34]=[CH:33][C:32]([Cl:35])=[CH:31][CH:30]=2)[C:12]2[C:13]([C:24]([O:26]CC)=[O:25])=[N:14][N:15]([CH:21]3[CH2:23][CH2:22]3)[C:16]=2[C:17]([F:20])([F:19])[F:18])[CH:3]=1.[OH-].[Na+]. The catalyst is C1COCC1.CO. The product is [Cl:1][C:2]1[C:7](=[O:8])[N:6]([CH3:9])[CH:5]=[C:4]([NH:10][CH:11]([C:29]2[CH:34]=[CH:33][C:32]([Cl:35])=[CH:31][CH:30]=2)[C:12]2[C:13]([C:24]([OH:26])=[O:25])=[N:14][N:15]([CH:21]3[CH2:23][CH2:22]3)[C:16]=2[C:17]([F:19])([F:18])[F:20])[CH:3]=1. The yield is 0.780.